The task is: Predict the reactants needed to synthesize the given product.. This data is from Full USPTO retrosynthesis dataset with 1.9M reactions from patents (1976-2016). (1) The reactants are: [CH3:1][N:2]1[CH:6]=[C:5](B2OC(C)(C)C(C)(C)O2)[CH:4]=[N:3]1.Cl[C:17]1[CH:22]=[C:21]([O:23][C:24]2[CH:25]=[CH:26][C:27]([C:31]3[C:32]([O:39][CH3:40])=[N:33][C:34]([S:37][CH3:38])=[N:35][CH:36]=3)=[N:28][C:29]=2[CH3:30])[CH:20]=[CH:19][N:18]=1.C([O-])([O-])=O.[K+].[K+]. Given the product [CH3:40][O:39][C:32]1[C:31]([C:27]2[CH:26]=[CH:25][C:24]([O:23][C:21]3[CH:22]=[CH:17][N:18]=[C:19]([C:5]4[CH:4]=[N:3][N:2]([CH3:1])[CH:6]=4)[CH:20]=3)=[C:29]([CH3:30])[N:28]=2)=[CH:36][N:35]=[C:34]([S:37][CH3:38])[N:33]=1, predict the reactants needed to synthesize it. (2) Given the product [F:25][C:26]1[CH:34]=[CH:33][C:29]([C:30]([NH:1][C:2]2[CH:7]=[CH:6][C:5]([N:8]3[C:14](=[O:15])[CH2:13][C:12](=[O:16])[NH:11][C:10]4[C:17]5[C:22]([CH:23]=[CH:24][C:9]3=4)=[CH:21][CH:20]=[CH:19][CH:18]=5)=[CH:4][CH:3]=2)=[O:31])=[C:28]([C:35]([F:36])([F:37])[F:38])[CH:27]=1, predict the reactants needed to synthesize it. The reactants are: [NH2:1][C:2]1[CH:7]=[CH:6][C:5]([N:8]2[C:14](=[O:15])[CH2:13][C:12](=[O:16])[NH:11][C:10]3[C:17]4[C:22]([CH:23]=[CH:24][C:9]2=3)=[CH:21][CH:20]=[CH:19][CH:18]=4)=[CH:4][CH:3]=1.[F:25][C:26]1[CH:34]=[CH:33][C:29]([C:30](Cl)=[O:31])=[C:28]([C:35]([F:38])([F:37])[F:36])[CH:27]=1.IC1C=CC=CC=1C(NCCN1C(=O)CC(=O)NC2C3C(C=CC1=2)=CC=CC=3)=O. (3) The reactants are: Br[C:2]1[CH:3]=[C:4]2[C:9]([NH:10][C@H:11]3[C@@H:15]([CH2:16][CH3:17])[CH2:14][N:13]([C:18]4[N:23]=[CH:22][C:21]([C:24]#[N:25])=[CH:20][N:19]=4)[CH2:12]3)=[C:8]([C:26]([NH2:28])=[O:27])[CH:7]=[N:6][N:5]2[CH:29]=1.[CH3:30][N:31]1[CH:36]=[C:35](B2OC(C)(C)C(C)(C)O2)[CH:34]=[CH:33][C:32]1=[O:46].[O-]P([O-])([O-])=O.[K+].[K+].[K+]. Given the product [C:24]([C:21]1[CH:22]=[N:23][C:18]([N:13]2[CH2:14][C@H:15]([CH2:16][CH3:17])[C@H:11]([NH:10][C:9]3[C:4]4[N:5]([CH:29]=[C:2]([C:35]5[CH:34]=[CH:33][C:32](=[O:46])[N:31]([CH3:30])[CH:36]=5)[CH:3]=4)[N:6]=[CH:7][C:8]=3[C:26]([NH2:28])=[O:27])[CH2:12]2)=[N:19][CH:20]=1)#[N:25], predict the reactants needed to synthesize it. (4) Given the product [Cl:60][C:37]1[CH:32]=[CH:33][CH:34]=[CH:35][C:36]=1[NH:38][C:47](=[O:26])[NH:44][C:45]1[CH:46]=[CH:56][C:55]([CH2:54][C:6]([N:8]2[CH:12]([CH2:13][O:14][C:15]3[CH:16]=[CH:17][C:18]([C:19]([O:21][CH3:22])=[O:20])=[CH:23][CH:24]=3)[CH2:11][S:10][CH2:9]2)=[O:7])=[CH:62][C:63]=1[O:64][CH3:65], predict the reactants needed to synthesize it. The reactants are: C(O[C:6]([N:8]1[CH:12]([CH2:13][O:14][C:15]2[CH:24]=[CH:23][C:18]([C:19]([O:21][CH3:22])=[O:20])=[CH:17][CH:16]=2)[CH2:11][S:10][CH2:9]1)=[O:7])(C)(C)C.C(O)(C(F)(F)F)=[O:26].[CH:32]1[CH:33]=[CH:34][C:35]2N(O)N=[N:38][C:36]=2[CH:37]=1.C([N:44]([CH2:47]C)[CH2:45][CH3:46])C.CCN=C=N[CH2:54][CH2:55][CH2:56]N(C)C.[ClH:60].C1[CH2:65][O:64][CH2:63][CH2:62]1. (5) Given the product [I-:10].[CH3:1][N+:2]1([CH3:9])[CH2:7][CH2:6][C:5](=[O:8])[CH2:4][CH2:3]1, predict the reactants needed to synthesize it. The reactants are: [CH3:1][N:2]1[CH2:7][CH2:6][C:5](=[O:8])[CH2:4][CH2:3]1.[CH3:9][I:10]. (6) Given the product [CH:32]1[C:41]2[C:36](=[CH:37][CH:38]=[CH:39][CH:40]=2)[CH:35]=[CH:34][C:33]=1[O:42][C:43]1[CH:50]=[CH:49][C:46]([CH2:47][NH:48][C:4](=[O:6])[C:3]2[CH:7]=[CH:8][CH:9]=[N:10][C:2]=2[NH2:1])=[CH:45][CH:44]=1, predict the reactants needed to synthesize it. The reactants are: [NH2:1][C:2]1[N:10]=[CH:9][CH:8]=[CH:7][C:3]=1[C:4]([OH:6])=O.ON1C2C=CC=CC=2N=N1.CCN=C=NCCCN(C)C.[CH:32]1[C:41]2[C:36](=[CH:37][CH:38]=[CH:39][CH:40]=2)[CH:35]=[CH:34][C:33]=1[O:42][C:43]1[CH:50]=[CH:49][C:46]([CH2:47][NH2:48])=[CH:45][CH:44]=1.C(=O)(O)[O-].[Na+]. (7) Given the product [NH2:1][C:2]1[C:11]([OH:12])=[CH:10][CH:9]=[C:4]([C:5]([OH:7])=[O:6])[C:3]=1[C:13]([OH:15])=[O:14], predict the reactants needed to synthesize it. The reactants are: [NH2:1][C:2]1[C:11]([OH:12])=[CH:10][CH:9]=[C:4]([C:5]([O:7]C)=[O:6])[C:3]=1[C:13]([O:15]C)=[O:14].[OH-].[Na+]. (8) Given the product [C:1]([O:5][C:6]([NH:8][C:9]1[O:17][C:16]2[C:11](=[N:12][CH:13]=[C:14]([CH2:18][CH3:19])[CH:15]=2)[C:10]=1[C:20]([OH:22])=[O:21])=[O:7])([CH3:2])([CH3:3])[CH3:4], predict the reactants needed to synthesize it. The reactants are: [C:1]([O:5][C:6]([NH:8][C:9]1[O:17][C:16]2[C:11](=[N:12][CH:13]=[C:14]([CH2:18][CH3:19])[CH:15]=2)[C:10]=1[C:20]([O:22]CC)=[O:21])=[O:7])([CH3:4])([CH3:3])[CH3:2].O[Li].O.